Regression. Given two drug SMILES strings and cell line genomic features, predict the synergy score measuring deviation from expected non-interaction effect. From a dataset of NCI-60 drug combinations with 297,098 pairs across 59 cell lines. (1) Drug 1: CC1OCC2C(O1)C(C(C(O2)OC3C4COC(=O)C4C(C5=CC6=C(C=C35)OCO6)C7=CC(=C(C(=C7)OC)O)OC)O)O. Drug 2: CC1=C(N=C(N=C1N)C(CC(=O)N)NCC(C(=O)N)N)C(=O)NC(C(C2=CN=CN2)OC3C(C(C(C(O3)CO)O)O)OC4C(C(C(C(O4)CO)O)OC(=O)N)O)C(=O)NC(C)C(C(C)C(=O)NC(C(C)O)C(=O)NCCC5=NC(=CS5)C6=NC(=CS6)C(=O)NCCC[S+](C)C)O. Cell line: HT29. Synergy scores: CSS=27.2, Synergy_ZIP=-3.24, Synergy_Bliss=3.34, Synergy_Loewe=2.90, Synergy_HSA=2.69. (2) Drug 1: C1=C(C(=O)NC(=O)N1)F. Drug 2: CC1CCCC2(C(O2)CC(NC(=O)CC(C(C(=O)C(C1O)C)(C)C)O)C(=CC3=CSC(=N3)C)C)C. Cell line: T-47D. Synergy scores: CSS=26.3, Synergy_ZIP=-0.530, Synergy_Bliss=-9.04, Synergy_Loewe=-7.94, Synergy_HSA=-7.94. (3) Drug 1: CS(=O)(=O)CCNCC1=CC=C(O1)C2=CC3=C(C=C2)N=CN=C3NC4=CC(=C(C=C4)OCC5=CC(=CC=C5)F)Cl. Drug 2: C(CCl)NC(=O)N(CCCl)N=O. Cell line: MDA-MB-231. Synergy scores: CSS=15.1, Synergy_ZIP=-3.23, Synergy_Bliss=-0.941, Synergy_Loewe=4.81, Synergy_HSA=2.70. (4) Drug 1: CN(C)C1=NC(=NC(=N1)N(C)C)N(C)C. Drug 2: CC(C1=C(C=CC(=C1Cl)F)Cl)OC2=C(N=CC(=C2)C3=CN(N=C3)C4CCNCC4)N. Cell line: NCI-H460. Synergy scores: CSS=7.73, Synergy_ZIP=-0.554, Synergy_Bliss=4.44, Synergy_Loewe=-1.07, Synergy_HSA=1.95. (5) Drug 1: CC1CC2CCC3C(=C)CC(O3)CCC45CC6C(O4)C7C(O6)C(O5)C8C(O7)CCC(O8)CC(=O)CC9C(CC(C1=C)O2)OC(C9OC)CC(CN)O.CS(=O)(=O)O. Drug 2: CC1C(C(CC(O1)OC2CC(CC3=C2C(=C4C(=C3O)C(=O)C5=CC=CC=C5C4=O)O)(C(=O)C)O)N)O. Cell line: OVCAR3. Synergy scores: CSS=36.3, Synergy_ZIP=-9.37, Synergy_Bliss=-17.5, Synergy_Loewe=-16.2, Synergy_HSA=-14.9. (6) Drug 1: CC1OCC2C(O1)C(C(C(O2)OC3C4COC(=O)C4C(C5=CC6=C(C=C35)OCO6)C7=CC(=C(C(=C7)OC)O)OC)O)O. Drug 2: C1CC(=O)NC(=O)C1N2C(=O)C3=CC=CC=C3C2=O. Cell line: HT29. Synergy scores: CSS=12.8, Synergy_ZIP=-8.24, Synergy_Bliss=-2.34, Synergy_Loewe=-16.1, Synergy_HSA=-1.93. (7) Drug 1: C1=CN(C(=O)N=C1N)C2C(C(C(O2)CO)O)O.Cl. Drug 2: C1=CN(C=N1)CC(O)(P(=O)(O)O)P(=O)(O)O. Cell line: HS 578T. Synergy scores: CSS=14.5, Synergy_ZIP=-4.55, Synergy_Bliss=-3.42, Synergy_Loewe=-12.4, Synergy_HSA=-4.46. (8) Drug 1: CC1=C(C=C(C=C1)C(=O)NC2=CC(=CC(=C2)C(F)(F)F)N3C=C(N=C3)C)NC4=NC=CC(=N4)C5=CN=CC=C5. Drug 2: CC1=C2C(C(=O)C3(C(CC4C(C3C(C(C2(C)C)(CC1OC(=O)C(C(C5=CC=CC=C5)NC(=O)OC(C)(C)C)O)O)OC(=O)C6=CC=CC=C6)(CO4)OC(=O)C)O)C)O. Cell line: LOX IMVI. Synergy scores: CSS=36.3, Synergy_ZIP=22.0, Synergy_Bliss=23.0, Synergy_Loewe=11.1, Synergy_HSA=13.3.